This data is from Catalyst prediction with 721,799 reactions and 888 catalyst types from USPTO. The task is: Predict which catalyst facilitates the given reaction. Reactant: [O:1]=[C:2]1[C:7]2[CH:8]=[CH:9][CH:10]=[CH:11][C:6]=2[S:5][C:4]([C:12]2[N:17]=[CH:16][C:15]([CH2:18][CH2:19][C:20]([OH:22])=O)=[CH:14][CH:13]=2)=[N:3]1.ClC(OCC(C)C)=O.C([N:33](CC)CC)C.[NH4+]. Product: [O:1]=[C:2]1[C:7]2[CH:8]=[CH:9][CH:10]=[CH:11][C:6]=2[S:5][C:4]([C:12]2[N:17]=[CH:16][C:15]([CH2:18][CH2:19][C:20]([NH2:33])=[O:22])=[CH:14][CH:13]=2)=[N:3]1. The catalyst class is: 1.